Dataset: Peptide-MHC class II binding affinity with 134,281 pairs from IEDB. Task: Regression. Given a peptide amino acid sequence and an MHC pseudo amino acid sequence, predict their binding affinity value. This is MHC class II binding data. (1) The peptide sequence is IGMTNRATWASHIHL. The MHC is DRB1_0701 with pseudo-sequence DRB1_0701. The binding affinity (normalized) is 0.808. (2) The peptide sequence is ALSRVHSMFLGTGGS. The MHC is DRB4_0101 with pseudo-sequence DRB4_0103. The binding affinity (normalized) is 0.0145. (3) The peptide sequence is TAGVFAAPTLMSFLR. The MHC is DRB1_1001 with pseudo-sequence DRB1_1001. The binding affinity (normalized) is 0.684. (4) The peptide sequence is QFKPEEITGIMKDFD. The MHC is DRB1_0101 with pseudo-sequence DRB1_0101. The binding affinity (normalized) is 0.348. (5) The peptide sequence is AYVATVSEALRIIAG. The MHC is DRB1_0401 with pseudo-sequence DRB1_0401. The binding affinity (normalized) is 0.439. (6) The peptide sequence is LPRPPATPPPPPPPQ. The MHC is HLA-DQA10301-DQB10302 with pseudo-sequence HLA-DQA10301-DQB10302. The binding affinity (normalized) is 0.0448. (7) The peptide sequence is NQEILELAQSETCSPG. The MHC is DRB1_0401 with pseudo-sequence DRB1_0401. The binding affinity (normalized) is 0.312.